Dataset: Retrosynthesis with 50K atom-mapped reactions and 10 reaction types from USPTO. Task: Predict the reactants needed to synthesize the given product. (1) Given the product Cc1cccc(C2=NCCN2C)c1N, predict the reactants needed to synthesize it. The reactants are: Cc1cccc(C2=NCCN2C)c1[N+](=O)[O-]. (2) The reactants are: COC(=O)[C@@H]1C[C@H](NC(C)(C)C)CC[C@@H]1N1CC[C@H](N)C1=O.O=C(O)c1cccc(C(F)(F)F)c1. Given the product COC(=O)[C@@H]1C[C@H](NC(C)(C)C)CC[C@@H]1N1CC[C@H](NC(=O)c2cccc(C(F)(F)F)c2)C1=O, predict the reactants needed to synthesize it. (3) Given the product O=C(O)C1=Cc2cc(Br)ccc2CCC1, predict the reactants needed to synthesize it. The reactants are: COC(=O)C1=Cc2cc(Br)ccc2CCC1. (4) Given the product CC(C)COc1ccc(N2CCN(CCC(=O)N3CCC(Nc4ccc([N+](=O)[O-])c(C(F)(F)F)c4)CC3)CC2)cc1, predict the reactants needed to synthesize it. The reactants are: CC(C)COc1ccc(N2CCN(CCC(=O)O)CC2)cc1.O=[N+]([O-])c1ccc(NC2CCNCC2)cc1C(F)(F)F. (5) Given the product COC(=O)c1ccc(C(=O)NN)cc1, predict the reactants needed to synthesize it. The reactants are: COC(=O)c1ccc(C(=O)OC)cc1.NN. (6) Given the product Cn1c(C#N)ccc1-c1ccc(N)c(OC(F)(F)F)c1, predict the reactants needed to synthesize it. The reactants are: Cn1c(C#N)ccc1B(O)O.Nc1ccc(Br)cc1OC(F)(F)F. (7) The reactants are: COC(=O)/C=C/c1ccc(C2CCCN2CCc2c(C(C)(C)C)[nH]c3cc([N+](=O)[O-])ccc23)cc1. Given the product COC(=O)/C=C/c1ccc(C2CCCN2CCc2c(C(C)(C)C)[nH]c3cc(N)ccc23)cc1, predict the reactants needed to synthesize it.